This data is from NCI-60 drug combinations with 297,098 pairs across 59 cell lines. The task is: Regression. Given two drug SMILES strings and cell line genomic features, predict the synergy score measuring deviation from expected non-interaction effect. (1) Cell line: SF-268. Drug 2: C1CC(=O)NC(=O)C1N2CC3=C(C2=O)C=CC=C3N. Drug 1: CC1C(C(CC(O1)OC2CC(CC3=C2C(=C4C(=C3O)C(=O)C5=C(C4=O)C(=CC=C5)OC)O)(C(=O)CO)O)N)O.Cl. Synergy scores: CSS=0.840, Synergy_ZIP=-2.55, Synergy_Bliss=-5.04, Synergy_Loewe=-3.28, Synergy_HSA=-3.30. (2) Drug 1: CNC(=O)C1=CC=CC=C1SC2=CC3=C(C=C2)C(=NN3)C=CC4=CC=CC=N4. Cell line: K-562. Drug 2: CC(C)CN1C=NC2=C1C3=CC=CC=C3N=C2N. Synergy scores: CSS=34.2, Synergy_ZIP=0.445, Synergy_Bliss=-0.648, Synergy_Loewe=-12.3, Synergy_HSA=-1.65.